This data is from Peptide-MHC class I binding affinity with 185,985 pairs from IEDB/IMGT. The task is: Regression. Given a peptide amino acid sequence and an MHC pseudo amino acid sequence, predict their binding affinity value. This is MHC class I binding data. (1) The peptide sequence is FPGTGSEFV. The MHC is HLA-A03:01 with pseudo-sequence HLA-A03:01. The binding affinity (normalized) is 0.0847. (2) The peptide sequence is YVFPVIFSK. The MHC is Mamu-A2601 with pseudo-sequence Mamu-A2601. The binding affinity (normalized) is 0.